Dataset: Full USPTO retrosynthesis dataset with 1.9M reactions from patents (1976-2016). Task: Predict the reactants needed to synthesize the given product. (1) Given the product [CH2:15]([O:14][C:12](=[O:13])[CH:17]=[CH:8][C:7]1[CH:10]=[CH:11][C:4]([N+:1]([O-:3])=[O:2])=[CH:5][CH:6]=1)[CH3:16], predict the reactants needed to synthesize it. The reactants are: [N+:1]([C:4]1[CH:11]=[CH:10][C:7]([CH:8]=O)=[CH:6][CH:5]=1)([O-:3])=[O:2].[C:12]([CH:17]=P(C1C=CC=CC=1)(C1C=CC=CC=1)C1C=CC=CC=1)([O:14][CH2:15][CH3:16])=[O:13].C1(P(=O)(C2C=CC=CC=2)C2C=CC=CC=2)C=CC=CC=1. (2) Given the product [C:27]([O:30][C:31](=[O:32])[NH:1][C:2]([C:5]1[CH:6]=[CH:7][C:8]([N:11]([CH2:19][C:20]2[CH:21]=[CH:22][CH:23]=[CH:24][CH:25]=2)[CH2:12][C:13]2[CH:14]=[CH:15][CH:16]=[CH:17][CH:18]=2)=[CH:9][N:10]=1)([CH3:3])[CH3:4])([CH3:29])([CH3:28])[CH3:26], predict the reactants needed to synthesize it. The reactants are: [NH2:1][C:2]([C:5]1[N:10]=[CH:9][C:8]([N:11]([CH2:19][C:20]2[CH:25]=[CH:24][CH:23]=[CH:22][CH:21]=2)[CH2:12][C:13]2[CH:18]=[CH:17][CH:16]=[CH:15][CH:14]=2)=[CH:7][CH:6]=1)([CH3:4])[CH3:3].[CH3:26][C:27]([O:30][C:31](O[C:31]([O:30][C:27]([CH3:29])([CH3:28])[CH3:26])=[O:32])=[O:32])([CH3:29])[CH3:28]. (3) Given the product [F:1][C:2]1[C:7]([F:8])=[CH:6][CH:5]=[CH:4][C:3]=1[CH2:9][CH2:10][C:11]1[N:25]([CH2:24][C:23]([O:22][CH2:20][CH3:21])=[O:35])[C:26]2[C:27]([C:32](=[O:34])[N:33]=1)=[CH:28][CH:29]=[CH:30][CH:31]=2, predict the reactants needed to synthesize it. The reactants are: [F:1][C:2]1[C:7]([F:8])=[CH:6][CH:5]=[CH:4][C:3]=1[CH2:9][CH2:10][C:11](O)=O.C(Cl)(=O)C(Cl)=O.[CH2:20]([O:22][C:23](=[O:35])[CH2:24][NH:25][C:26]1[CH:31]=[CH:30][CH:29]=[CH:28][C:27]=1[C:32](=[O:34])[NH2:33])[CH3:21].N1C=CC=CC=1. (4) Given the product [F:1][C:2]1[CH:18]=[C:17]([N+:19]([O-:21])=[O:20])[CH:16]=[CH:15][C:3]=1[O:4][C:5]1[CH:10]=[CH:9][N:8]=[C:7]2[CH:11]=[C:12]([C:23]3[CH:30]=[CH:29][C:26]([CH:27]=[O:28])=[CH:25][N:24]=3)[S:13][C:6]=12, predict the reactants needed to synthesize it. The reactants are: [F:1][C:2]1[CH:18]=[C:17]([N+:19]([O-:21])=[O:20])[CH:16]=[CH:15][C:3]=1[O:4][C:5]1[CH:10]=[CH:9][N:8]=[C:7]2[CH:11]=[C:12](I)[S:13][C:6]=12.Br[C:23]1[CH:30]=[CH:29][C:26]([CH:27]=[O:28])=[CH:25][N:24]=1.[Sn].CO. (5) Given the product [NH:1]1[CH:5]=[CH:4][N:3]=[C:2]1[CH2:6][N:7]([CH2:8][C:9]1[CH:10]=[CH:11][C:12]([CH2:13][N:14]([CH3:25])[CH2:15][CH2:16][CH2:17][CH2:18][N:19]2[CH2:24][CH2:23][CH2:22][CH2:21][CH2:20]2)=[CH:26][CH:27]=1)[CH2:34][C:30]1[N:29]([CH3:28])[CH:33]=[CH:32][N:31]=1, predict the reactants needed to synthesize it. The reactants are: [NH:1]1[CH:5]=[CH:4][N:3]=[C:2]1[CH2:6][NH:7][CH2:8][C:9]1[CH:27]=[CH:26][C:12]([CH2:13][N:14]([CH3:25])[CH2:15][CH2:16][CH2:17][CH2:18][N:19]2[CH2:24][CH2:23][CH2:22][CH2:21][CH2:20]2)=[CH:11][CH:10]=1.[CH3:28][N:29]1[CH:33]=[CH:32][N:31]=[C:30]1[CH:34]=O.C([BH3-])#N.[Na+].C(O)(=O)C. (6) Given the product [Cl:8][C:4]1[CH:5]=[CH:6][CH:7]=[C:2]([Cl:1])[C:3]=1[N:9]1[C:13](=[O:14])[NH:12][C:11]([C:15]2[CH:24]=[CH:23][C:18]([C:19]([NH:32][C:31]3[CH:33]=[CH:34][CH:35]=[C:29]([C:28]([F:27])([F:36])[F:37])[CH:30]=3)=[O:21])=[C:17]([O:25][CH3:26])[CH:16]=2)=[N:10]1, predict the reactants needed to synthesize it. The reactants are: [Cl:1][C:2]1[CH:7]=[CH:6][CH:5]=[C:4]([Cl:8])[C:3]=1[N:9]1[C:13](=[O:14])[NH:12][C:11]([C:15]2[CH:24]=[CH:23][C:18]([C:19]([O:21]C)=O)=[C:17]([O:25][CH3:26])[CH:16]=2)=[N:10]1.[F:27][C:28]([F:37])([F:36])[C:29]1[CH:30]=[C:31]([CH:33]=[CH:34][CH:35]=1)[NH2:32].C[Al](C)C.